This data is from Full USPTO retrosynthesis dataset with 1.9M reactions from patents (1976-2016). The task is: Predict the reactants needed to synthesize the given product. (1) Given the product [Br:1][C:2]1[C:7]([C:8]#[N:49])=[C:6]([F:10])[C:5]([F:11])=[CH:4][CH:3]=1, predict the reactants needed to synthesize it. The reactants are: [Br:1][C:2]1[C:7]([CH:8]=O)=[C:6]([F:10])[C:5]([F:11])=[CH:4][CH:3]=1.S([O-])(OCCCCCCCCCCCC)(=O)=O.[Na+].C(OI(C1C=CC=CC=1)OC(=O)C)(=O)C.C([O-])(=O)C.[NH4+:49].S([O-])([O-])(=O)=S.[Na+].[Na+]. (2) Given the product [F:4][CH2:3][CH2:2][N:10]1[CH:9]=[C:8]([N+:5]([O-:7])=[O:6])[CH:12]=[N:11]1, predict the reactants needed to synthesize it. The reactants are: Br[CH2:2][CH2:3][F:4].[N+:5]([C:8]1[CH:9]=[N:10][NH:11][CH:12]=1)([O-:7])=[O:6].C([O-])([O-])=O.[K+].[K+].